From a dataset of Forward reaction prediction with 1.9M reactions from USPTO patents (1976-2016). Predict the product of the given reaction. Given the reactants [CH2:1]([O:8][C:9]1[C:10]([CH2:20][CH:21]([NH2:34])[C:22]2[CH:27]=[CH:26][CH:25]=[C:24]([CH2:28][N:29]3[CH2:33][CH2:32][CH2:31][CH2:30]3)[CH:23]=2)=[CH:11][C:12]([Cl:19])=[C:13]2[C:18]=1[N:17]=[CH:16][CH:15]=[CH:14]2)[C:2]1[CH:7]=[CH:6][CH:5]=[CH:4][CH:3]=1.[O:35]([CH2:42][C:43](Cl)=[O:44])[C:36]1[CH:41]=[CH:40][CH:39]=[CH:38][CH:37]=1, predict the reaction product. The product is: [CH2:1]([O:8][C:9]1[C:10]([CH2:20][CH:21]([NH:34][C:43](=[O:44])[CH2:42][O:35][C:36]2[CH:41]=[CH:40][CH:39]=[CH:38][CH:37]=2)[C:22]2[CH:27]=[CH:26][CH:25]=[C:24]([CH2:28][N:29]3[CH2:33][CH2:32][CH2:31][CH2:30]3)[CH:23]=2)=[CH:11][C:12]([Cl:19])=[C:13]2[C:18]=1[N:17]=[CH:16][CH:15]=[CH:14]2)[C:2]1[CH:3]=[CH:4][CH:5]=[CH:6][CH:7]=1.